From a dataset of Full USPTO retrosynthesis dataset with 1.9M reactions from patents (1976-2016). Predict the reactants needed to synthesize the given product. (1) Given the product [CH:1]1([O:2][C:3](=[O:11])[C:4]2[CH:9]=[CH:8][C:7]([OH:10])=[CH:6][CH:5]=2)[CH2:22][CH2:23][CH2:12][CH2:13][CH2:14][CH2:15][CH2:16][CH2:17][CH2:18][CH2:19][CH2:20]1, predict the reactants needed to synthesize it. The reactants are: [CH3:1][O:2][C:3](=[O:11])[C:4]1[CH:9]=[CH:8][C:7]([OH:10])=[CH:6][CH:5]=1.[CH:12]1(O)[CH2:23][CH2:22]C[CH2:20][CH2:19][CH2:18][CH2:17][CH2:16][CH2:15][CH2:14][CH2:13]1. (2) Given the product [C:30]([C:24]1[CH:25]=[C:26]([F:29])[CH:27]=[CH:28][C:23]=1[C:8]1[NH:9][C:10]2[C:15]([C:7]=1[CH:1]1[CH2:2][CH2:3][CH2:4][CH2:5][CH2:6]1)=[CH:14][CH:13]=[C:12]([C:16]([O:18][C:19]([CH3:20])([CH3:21])[CH3:22])=[O:17])[CH:11]=2)(=[O:31])[CH3:33], predict the reactants needed to synthesize it. The reactants are: [CH:1]1([C:7]2[C:15]3[C:10](=[CH:11][C:12]([C:16]([O:18][C:19]([CH3:22])([CH3:21])[CH3:20])=[O:17])=[CH:13][CH:14]=3)[NH:9][C:8]=2[C:23]2[CH:28]=[CH:27][C:26]([F:29])=[CH:25][C:24]=2[CH:30]=[O:31])[CH2:6][CH2:5][CH2:4][CH2:3][CH2:2]1.Br[C:33]1C=CC(F)=CC=1C(=O)C. (3) Given the product [O:14]1[C:15]2([CH2:20][CH2:19][CH:18]([C:33]#[N:34])[CH2:17][CH2:16]2)[O:22][CH2:12][CH2:13]1, predict the reactants needed to synthesize it. The reactants are: CC([O-])(C)C.[K+].CC(O)(C)C.[CH2:12]1[O:22][C:15]2([CH2:20][CH2:19][C:18](=O)[CH2:17][CH2:16]2)[O:14][CH2:13]1.S([CH2:33][N+:34]#[C-])(C1C=CC(C)=CC=1)(=O)=O.